This data is from Reaction yield outcomes from USPTO patents with 853,638 reactions. The task is: Predict the reaction yield, written as a fraction of the theoretical maximum amount of product (1.0 means a 100% yield; for example, 0.34 means a 34% yield). (1) The reactants are [NH2:1][CH2:2][C:3]1[CH:4]=[C:5]([CH:9]([CH3:31])[C:10]([NH:12][CH2:13][C:14]2[C:15]([C:24]3[CH:25]=[C:26]([CH3:30])[CH:27]=[CH:28][CH:29]=3)=[N:16][C:17]([C:20]([F:23])([F:22])[F:21])=[CH:18][CH:19]=2)=[O:11])[CH:6]=[CH:7][CH:8]=1.C(N(CC)CC)C.[CH3:39][S:40](Cl)(=[O:42])=[O:41]. The catalyst is ClCCl. The product is [CH3:39][S:40]([NH:1][CH2:2][C:3]1[CH:4]=[C:5]([CH:9]([CH3:31])[C:10]([NH:12][CH2:13][C:14]2[C:15]([C:24]3[CH:25]=[C:26]([CH3:30])[CH:27]=[CH:28][CH:29]=3)=[N:16][C:17]([C:20]([F:23])([F:21])[F:22])=[CH:18][CH:19]=2)=[O:11])[CH:6]=[CH:7][CH:8]=1)(=[O:42])=[O:41]. The yield is 0.600. (2) The reactants are [Si:1]([O:8][CH2:9][C:10]1[N:11]([CH3:22])[C:12]2[C:17]([CH:18]=1)=[CH:16][C:15]([CH:19]=[O:20])=[C:14](Cl)[CH:13]=2)([C:4]([CH3:7])([CH3:6])[CH3:5])([CH3:3])[CH3:2].[CH:23]([B-](F)(F)F)=[CH2:24].[K+].C([O-])([O-])=O.[K+].[K+].O1CCOCC1. The catalyst is CC([O-])=O.CC([O-])=O.[Pd+2].COC1C=CC=C(OC)C=1C1C=CC=CC=1P(C1CCCCC1)C1CCCCC1.O. The product is [Si:1]([O:8][CH2:9][C:10]1[N:11]([CH3:22])[C:12]2[C:17]([CH:18]=1)=[CH:16][C:15]([CH:19]=[O:20])=[C:14]([CH:23]=[CH2:24])[CH:13]=2)([C:4]([CH3:7])([CH3:6])[CH3:5])([CH3:3])[CH3:2]. The yield is 0.890. (3) The yield is 0.640. The reactants are [F:1][C:2]1[CH:3]=[C:4]([NH:24][C:25]([NH:27][C:28](=[O:37])[CH2:29][C:30]2[CH:35]=[CH:34][C:33]([F:36])=[CH:32][CH:31]=2)=[O:26])[CH:5]=[CH:6][C:7]=1[O:8][C:9]1[CH:14]=[CH:13][N:12]=[C:11]2[NH:15][CH:16]=[C:17]([C:18](=[O:23])C(Cl)(Cl)Cl)[C:10]=12.[NH2:38][CH2:39][C:40]1[CH:41]=[N:42][CH:43]=[CH:44][CH:45]=1. The product is [N:42]1[CH:43]=[CH:44][CH:45]=[C:40]([CH2:39][NH:38][C:18]([C:17]2[C:10]3[C:11](=[N:12][CH:13]=[CH:14][C:9]=3[O:8][C:7]3[CH:6]=[CH:5][C:4]([NH:24][C:25]([NH:27][C:28](=[O:37])[CH2:29][C:30]4[CH:35]=[CH:34][C:33]([F:36])=[CH:32][CH:31]=4)=[O:26])=[CH:3][C:2]=3[F:1])[NH:15][CH:16]=2)=[O:23])[CH:41]=1. The catalyst is CN(C=O)C. (4) The reactants are [F:1][C:2]1[CH:7]=[C:6]([CH:8]([CH3:12])[CH2:9][C:10]#[N:11])[CH:5]=[CH:4][C:3]=1[C:13]1[CH:18]=[CH:17][CH:16]=[CH:15][CH:14]=1.[OH-:19].[K+]. The catalyst is C(O)(C)(C)C.Cl. The product is [F:1][C:2]1[CH:7]=[C:6]([CH:8]([CH3:12])[CH2:9][C:10]([NH2:11])=[O:19])[CH:5]=[CH:4][C:3]=1[C:13]1[CH:14]=[CH:15][CH:16]=[CH:17][CH:18]=1. The yield is 0.750. (5) The reactants are [CH3:1][N:2]1[C:6]2=[N:7][CH:8]=[CH:9][C:10]([N:11]3[CH2:16][CH2:15][CH2:14][C@@H:13]([NH:17][C:18](=[O:20])[OH:19])[CH2:12]3)=[C:5]2[NH:4][C:3]1=[O:21].Br[CH2:23][C:24]1[CH:25]=[C:26]([CH:29]=[CH:30][CH:31]=1)[C:27]#[N:28]. No catalyst specified. The product is [C:24]([O:20][C:18](=[O:19])[NH:17][C@@H:13]1[CH2:14][CH2:15][CH2:16][N:11]([C:10]2[CH:9]=[CH:8][N:7]=[C:6]3[N:2]([CH3:1])[C:3](=[O:21])[N:4]([CH2:23][C:24]4[CH:31]=[CH:30][CH:29]=[C:26]([C:27]#[N:28])[CH:25]=4)[C:5]=23)[CH2:12]1)([CH3:25])([CH3:31])[CH3:23]. The yield is 0.632. (6) The reactants are C([O:8][N:9]1[C:15](=[O:16])[N:14]2[CH2:17][C@H:10]1[CH2:11][CH2:12][C@H:13]2[C:18]1[O:19][C:20]([N:23]2[CH2:28][CH2:27][N:26]([CH3:29])[CH2:25][CH2:24]2)=[N:21][N:22]=1)C1C=CC=CC=1. The catalyst is C1COCC1.[Pd]. The product is [OH:8][N:9]1[C:15](=[O:16])[N:14]2[CH2:17][C@H:10]1[CH2:11][CH2:12][C@H:13]2[C:18]1[O:19][C:20]([N:23]2[CH2:28][CH2:27][N:26]([CH3:29])[CH2:25][CH2:24]2)=[N:21][N:22]=1. The yield is 0.980. (7) The reactants are [Cl-].[CH3:2][O:3][CH2:4][P+](C1C=CC=CC=1)(C1C=CC=CC=1)C1C=CC=CC=1.C1([Li])C=CC=CC=1.[CH3:31][C:32]1([CH3:41])[O:36][C@H:35]([CH2:37][CH:38]=O)[C:34](=[O:40])[O:33]1. The catalyst is CCOCC.CCOCC.C1COCC1. The product is [CH3:2][O:3][CH:4]=[CH:38][CH2:37][C@H:35]1[O:36][C:32]([CH3:41])([CH3:31])[O:33][C:34]1=[O:40]. The yield is 0.600. (8) The reactants are [Cl:1][C:2]1[CH:8]=[C:7]([O:9][C:10]2[C:19]3[C:14](=[CH:15][C:16]([O:22][CH3:23])=[C:17]([O:20][CH3:21])[CH:18]=3)[N:13]=[CH:12][N:11]=2)[CH:6]=[CH:5][C:3]=1[NH2:4].ClC(Cl)(O[C:28](=[O:34])OC(Cl)(Cl)Cl)Cl.[CH2:36]([NH2:40])[CH2:37][CH2:38][CH3:39].C(=O)([O-])O.[Na+]. The catalyst is C(Cl)(Cl)Cl.C(N(CC)CC)C. The product is [CH2:36]([NH:40][C:28]([NH:4][C:3]1[CH:5]=[CH:6][C:7]([O:9][C:10]2[C:19]3[C:14](=[CH:15][C:16]([O:22][CH3:23])=[C:17]([O:20][CH3:21])[CH:18]=3)[N:13]=[CH:12][N:11]=2)=[CH:8][C:2]=1[Cl:1])=[O:34])[CH2:37][CH2:38][CH3:39]. The yield is 0.460. (9) The reactants are [CH3:1][O:2][C:3]1[C:8]([O:9][CH3:10])=[CH:7][CH:6]=[CH:5][C:4]=1B(O)O.[F:14][C:15]1[CH:20]=[CH:19][CH:18]=[CH:17][C:16]=1Br.C(=O)([O-])[O-].[Na+].[Na+]. The catalyst is COCCOC. The product is [F:14][C:15]1[CH:20]=[CH:19][CH:18]=[CH:17][C:16]=1[C:4]1[CH:5]=[CH:6][CH:7]=[C:8]([O:9][CH3:10])[C:3]=1[O:2][CH3:1]. The yield is 0.850.